Task: Regression. Given two drug SMILES strings and cell line genomic features, predict the synergy score measuring deviation from expected non-interaction effect.. Dataset: NCI-60 drug combinations with 297,098 pairs across 59 cell lines (1) Drug 1: CC1=CC=C(C=C1)C2=CC(=NN2C3=CC=C(C=C3)S(=O)(=O)N)C(F)(F)F. Drug 2: CC(C)NC(=O)C1=CC=C(C=C1)CNNC.Cl. Cell line: TK-10. Synergy scores: CSS=-4.04, Synergy_ZIP=2.55, Synergy_Bliss=1.55, Synergy_Loewe=-3.41, Synergy_HSA=-3.15. (2) Drug 1: CC1=C(C(CCC1)(C)C)C=CC(=CC=CC(=CC(=O)O)C)C. Drug 2: CN1C2=C(C=C(C=C2)N(CCCl)CCCl)N=C1CCCC(=O)O.Cl. Cell line: SW-620. Synergy scores: CSS=0.850, Synergy_ZIP=1.01, Synergy_Bliss=0.155, Synergy_Loewe=0.590, Synergy_HSA=-1.43. (3) Drug 1: C1CN1P(=S)(N2CC2)N3CC3. Drug 2: CNC(=O)C1=NC=CC(=C1)OC2=CC=C(C=C2)NC(=O)NC3=CC(=C(C=C3)Cl)C(F)(F)F. Cell line: BT-549. Synergy scores: CSS=14.2, Synergy_ZIP=-5.74, Synergy_Bliss=-4.07, Synergy_Loewe=-11.5, Synergy_HSA=-7.27. (4) Drug 1: C1=NC2=C(N1)C(=S)N=C(N2)N. Drug 2: C1=NC(=NC(=O)N1C2C(C(C(O2)CO)O)O)N. Cell line: SK-OV-3. Synergy scores: CSS=37.5, Synergy_ZIP=-1.77, Synergy_Bliss=-1.72, Synergy_Loewe=-3.62, Synergy_HSA=-2.32.